Binary Classification. Given a miRNA mature sequence and a target amino acid sequence, predict their likelihood of interaction. From a dataset of Experimentally validated miRNA-target interactions with 360,000+ pairs, plus equal number of negative samples. The miRNA is cel-lsy-6-3p with sequence UUUUGUAUGAGACGCAUUUCGA. The protein sequence of the target gene is MDFDERGPCSSNMYLPSCTYYVSGPDFSSLPSFLPQTPSSRPMTYSYSSNLPQVQPVREVTFREYAIEPATKWHPRGNLAHCYSAEELVHRDCLQAPSAAGVPGDVLAKSSANVYHHPTPAVSSNFYSTVGRNGVLPQAFDQFFETAYGTPENLASSDYPGDKSAEKGPPAATATSAAAAAAATGAPATSSSDSGGGGGCRETAAAAEEKERRRRPESSSSPESSSGHTEDKAGGSSGQRTRKKRCPYTKYQIRELEREFFFSVYINKEKRLQLSRMLNLTDRQVKIWFQNRRMKEKKIN.... Result: 0 (no interaction).